Dataset: NCI-60 drug combinations with 297,098 pairs across 59 cell lines. Task: Regression. Given two drug SMILES strings and cell line genomic features, predict the synergy score measuring deviation from expected non-interaction effect. Synergy scores: CSS=27.7, Synergy_ZIP=-3.73, Synergy_Bliss=-3.95, Synergy_Loewe=-5.44, Synergy_HSA=-1.33. Drug 2: C1=NC2=C(N=C(N=C2N1C3C(C(C(O3)CO)O)F)Cl)N. Drug 1: CCC1=CC2CC(C3=C(CN(C2)C1)C4=CC=CC=C4N3)(C5=C(C=C6C(=C5)C78CCN9C7C(C=CC9)(C(C(C8N6C)(C(=O)OC)O)OC(=O)C)CC)OC)C(=O)OC.C(C(C(=O)O)O)(C(=O)O)O. Cell line: HCT-15.